Dataset: Catalyst prediction with 721,799 reactions and 888 catalyst types from USPTO. Task: Predict which catalyst facilitates the given reaction. (1) Reactant: Br[CH2:2][C:3]1[C:8]([C:9]([O:11]CC)=O)=[C:7]([C:14]([F:17])([F:16])[F:15])[CH:6]=[C:5]([CH3:18])[N:4]=1.[ClH:19].[CH3:20][O:21][C:22]1[CH:27]=[CH:26][C:25]([NH2:28])=[CH:24][C:23]=1[O:29][CH2:30][CH2:31][N:32]1[CH2:37][CH2:36][CH:35]([CH3:38])[CH2:34][CH2:33]1. Product: [ClH:19].[CH3:20][O:21][C:22]1[CH:27]=[CH:26][C:25]([N:28]2[C:9](=[O:11])[C:8]3[C:3](=[N:4][C:5]([CH3:18])=[CH:6][C:7]=3[C:14]([F:15])([F:16])[F:17])[CH2:2]2)=[CH:24][C:23]=1[O:29][CH2:30][CH2:31][N:32]1[CH2:37][CH2:36][CH:35]([CH3:38])[CH2:34][CH2:33]1. The catalyst class is: 3. (2) Reactant: C(OC([NH:8][C@H:9]([C:16]([NH:18][CH2:19][C:20]1[CH:25]=[CH:24][C:23]([I:26])=[CH:22][CH:21]=1)=[O:17])[CH2:10][CH2:11][C:12]([O:14][CH3:15])=[O:13])=O)(C)(C)C. Product: [NH2:8][C@H:9]([C:16]([NH:18][CH2:19][C:20]1[CH:21]=[CH:22][C:23]([I:26])=[CH:24][CH:25]=1)=[O:17])[CH2:10][CH2:11][C:12]([O:14][CH3:15])=[O:13]. The catalyst class is: 157. (3) Reactant: Br[C:2]1[CH:3]=[C:4]2[C:8](=[CH:9][CH:10]=1)[CH:7]([O:11][Si:12]([C:15]([CH3:18])([CH3:17])[CH3:16])([CH3:14])[CH3:13])[CH2:6][CH2:5]2.[CH3:19][O:20][C:21](=[O:27])[CH2:22][CH2:23][S:24]([O-:26])=[O:25].[Na+]. Product: [Si:12]([O:11][CH:7]1[C:8]2[C:4](=[CH:3][C:2]([S:24]([CH2:23][CH2:22][C:21]([O:20][CH3:19])=[O:27])(=[O:26])=[O:25])=[CH:10][CH:9]=2)[CH2:5][CH2:6]1)([C:15]([CH3:18])([CH3:17])[CH3:16])([CH3:14])[CH3:13]. The catalyst class is: 205. (4) The catalyst class is: 11. Reactant: [CH2:1]1[CH2:6][CH2:5][CH:4]([C:7]([OH:9])=O)[CH2:3][CH2:2]1.[N+:10]([C:13]1[CH:18]=[CH:17][C:16]([N:19]=[C:20]=O)=[CH:15][CH:14]=1)([O-])=O. Product: [NH2:10][C:13]1[CH:18]=[CH:17][C:16]([N:19]([CH3:20])[C:7](=[O:9])[C:4]2[CH:3]=[CH:2][C:1]([CH:1]3[CH2:6][CH2:5][CH2:4][CH2:3][CH2:2]3)=[CH:6][CH:5]=2)=[CH:15][CH:14]=1. (5) Reactant: [CH2:1]([O:3][C:4]1[C:8]([CH2:9][CH2:10][CH2:11][OH:12])=[CH:7][N:6]([C:13]2[CH:18]=[CH:17][C:16]([C:19]([F:22])([F:21])[F:20])=[CH:15][N:14]=2)[N:5]=1)[CH3:2].O[C:24]1[CH:29]=[CH:28][C:27]([O:30][CH3:31])=[CH:26][C:25]=1[CH2:32][CH2:33][C:34]([O:36]CC)=[O:35].[CH2:39](P(CCCC)CCCC)CCC.N(C(N1CCCCC1)=O)=NC(N1CCCCC1)=O. Product: [CH2:1]([O:3][C:4]1[C:8]([CH2:9][CH2:10][CH2:11][O:12][C:24]2[CH:29]=[CH:28][C:27]([O:30][CH2:31][CH3:39])=[CH:26][C:25]=2[CH2:32][CH2:33][C:34]([OH:36])=[O:35])=[CH:7][N:6]([C:13]2[CH:18]=[CH:17][C:16]([C:19]([F:21])([F:20])[F:22])=[CH:15][N:14]=2)[N:5]=1)[CH3:2]. The catalyst class is: 7. (6) Reactant: [F:1][CH:2]([F:42])[C:3]1[N:7]([C:8]2[N:13]=[C:12]([N:14]3[CH2:19][CH2:18][O:17][CH2:16][CH2:15]3)[N:11]=[C:10]([N:20]3[CH2:25][CH2:24][N:23]([C:26]([O:28][C:29]([CH3:32])([CH3:31])[CH3:30])=[O:27])[CH2:22][CH2:21]3)[N:9]=2)[C:6]2[CH:33]=[CH:34][CH:35]=[C:36]([O:37][CH2:38][CH2:39][CH2:40]O)[C:5]=2[N:4]=1.C[CH2:44][N:45](CC)[CH2:46]C.CS(Cl)(=O)=O.N(C)C. Product: [F:1][CH:2]([F:42])[C:3]1[N:7]([C:8]2[N:13]=[C:12]([N:14]3[CH2:15][CH2:16][O:17][CH2:18][CH2:19]3)[N:11]=[C:10]([N:20]3[CH2:21][CH2:22][N:23]([C:26]([O:28][C:29]([CH3:31])([CH3:32])[CH3:30])=[O:27])[CH2:24][CH2:25]3)[N:9]=2)[C:6]2[CH:33]=[CH:34][CH:35]=[C:36]([O:37][CH2:38][CH2:39][CH2:40][N:45]([CH3:46])[CH3:44])[C:5]=2[N:4]=1. The catalyst class is: 1.